Dataset: Forward reaction prediction with 1.9M reactions from USPTO patents (1976-2016). Task: Predict the product of the given reaction. (1) Given the reactants [N:1]1[O:2][N:3]=[C:4]2[CH:9]=[C:8]([C:10](=[O:17])[C:11]#[C:12][C:13](O)([CH3:15])[CH3:14])[CH:7]=[CH:6][C:5]=12.C(NCC)C.C([OH:25])C, predict the reaction product. The product is: [N:1]1[O:2][N:3]=[C:4]2[CH:9]=[C:8]([C:10]3[O:17][C:13]([CH3:14])([CH3:15])[C:12](=[O:25])[CH:11]=3)[CH:7]=[CH:6][C:5]=12. (2) Given the reactants [CH:1]([C@@H:3]1[N:8]2[CH2:9][CH2:10][N:11]([C:13]3[C:14]([C:19]#[N:20])=[N:15][CH:16]=[CH:17][N:18]=3)[CH2:12][C@@H:7]2[CH2:6][CH2:5][CH2:4]1)=O.Cl.[NH2:22][OH:23].C([O-])(=O)C.[Na+], predict the reaction product. The product is: [OH:23]/[N:22]=[CH:1]/[C@@H:3]1[N:8]2[CH2:9][CH2:10][N:11]([C:13]3[C:14]([C:19]#[N:20])=[N:15][CH:16]=[CH:17][N:18]=3)[CH2:12][C@@H:7]2[CH2:6][CH2:5][CH2:4]1. (3) Given the reactants [Br:1][C:2]1[CH:7]=[CH:6][C:5]([N:8]2[CH:12]=[CH:11][C:10]([NH:13][C:14](=[O:23])[CH2:15][C:16]3[CH:21]=[CH:20][C:19]([F:22])=[CH:18][CH:17]=3)=[C:9]2[C:24]([O:26]CC)=O)=[CH:4][CH:3]=1.CC(C)([O-])C.[K+].Cl, predict the reaction product. The product is: [Br:1][C:2]1[CH:3]=[CH:4][C:5]([N:8]2[C:9]3[C:24]([OH:26])=[C:15]([C:16]4[CH:17]=[CH:18][C:19]([F:22])=[CH:20][CH:21]=4)[C:14](=[O:23])[NH:13][C:10]=3[CH:11]=[CH:12]2)=[CH:6][CH:7]=1. (4) Given the reactants [Cl:1][C:2]1[CH:3]=[C:4]2[C:9](=[CH:10][C:11]=1[C:12](O)=[O:13])[N:8]=[CH:7][N:6]=[C:5]2[NH:15][CH:16]([C:18]1[NH:22][C:21]2[CH:23]=[CH:24][C:25]([Cl:27])=[CH:26][C:20]=2[N:19]=1)[CH3:17].FC1C(OC(N(C)C)=[N+](C)C)=C(F)C(F)=C(F)C=1F.F[P-](F)(F)(F)(F)F.C(N(C(C)C)CC)(C)C.[NH:63]1[CH2:68][CH2:67][S:66][CH2:65][CH2:64]1, predict the reaction product. The product is: [Cl:1][C:2]1[CH:3]=[C:4]2[C:9](=[CH:10][C:11]=1[C:12]([N:63]1[CH2:68][CH2:67][S:66][CH2:65][CH2:64]1)=[O:13])[N:8]=[CH:7][N:6]=[C:5]2[NH:15][CH:16]([C:18]1[NH:22][C:21]2[CH:23]=[CH:24][C:25]([Cl:27])=[CH:26][C:20]=2[N:19]=1)[CH3:17].